The task is: Regression. Given two drug SMILES strings and cell line genomic features, predict the synergy score measuring deviation from expected non-interaction effect.. This data is from NCI-60 drug combinations with 297,098 pairs across 59 cell lines. (1) Drug 1: CC(C)NC(=O)C1=CC=C(C=C1)CNNC.Cl. Drug 2: C1C(C(OC1N2C=NC3=C2NC=NCC3O)CO)O. Cell line: OVCAR3. Synergy scores: CSS=13.7, Synergy_ZIP=0.775, Synergy_Bliss=3.03, Synergy_Loewe=2.80, Synergy_HSA=3.11. (2) Synergy scores: CSS=13.5, Synergy_ZIP=-5.83, Synergy_Bliss=1.15, Synergy_Loewe=-2.93, Synergy_HSA=-0.434. Drug 2: C1C(C(OC1N2C=NC3=C(N=C(N=C32)Cl)N)CO)O. Cell line: DU-145. Drug 1: C1=CC(=CC=C1CCC2=CNC3=C2C(=O)NC(=N3)N)C(=O)NC(CCC(=O)O)C(=O)O.